Predict the reactants needed to synthesize the given product. From a dataset of Full USPTO retrosynthesis dataset with 1.9M reactions from patents (1976-2016). (1) Given the product [CH:1]([N:4]1[C:8]([C:9]2[CH2:13][O:12][CH2:11][C:10]=2[CH2:14][OH:15])=[CH:7][CH:6]=[N:5]1)([CH3:3])[CH3:2], predict the reactants needed to synthesize it. The reactants are: [CH:1]([N:4]1[C:8]([C:9]2[CH2:13][O:12][CH2:11][C:10]=2[C:14](OCC)=[O:15])=[CH:7][CH:6]=[N:5]1)([CH3:3])[CH3:2].[H-].[H-].[H-].[H-].[Li+].[Al+3]. (2) Given the product [CH2:6]([O:13][C@:14]1([CH3:29])[C@H:17]([CH:18]=[CH2:1])[N:16]([C:20]2[CH:21]=[CH:22][C:23]([O:26][CH3:27])=[CH:24][CH:25]=2)[C:15]1=[O:28])[C:7]1[CH:8]=[CH:9][CH:10]=[CH:11][CH:12]=1, predict the reactants needed to synthesize it. The reactants are: [CH2:1]([Li])CCC.[CH2:6]([O:13][C@:14]1([CH3:29])[C@H:17]([CH:18]=O)[N:16]([C:20]2[CH:25]=[CH:24][C:23]([O:26][CH3:27])=[CH:22][CH:21]=2)[C:15]1=[O:28])[C:7]1[CH:12]=[CH:11][CH:10]=[CH:9][CH:8]=1.[Cl-].[NH4+]. (3) Given the product [CH3:34][NH:35][C:2]1[N:7]=[CH:6][N:5]=[C:4]([O:8][C:9]2[CH:14]=[CH:13][C:12]([NH:15][C:16]([NH:18][C:19]3[CH:24]=[C:23]([C:25]([F:28])([F:27])[F:26])[CH:22]=[C:21]([CH2:29][N:30]4[CH2:33][CH2:32][CH2:31]4)[CH:20]=3)=[O:17])=[CH:11][CH:10]=2)[CH:3]=1, predict the reactants needed to synthesize it. The reactants are: Cl[C:2]1[N:7]=[CH:6][N:5]=[C:4]([O:8][C:9]2[CH:14]=[CH:13][C:12]([NH:15][C:16]([NH:18][C:19]3[CH:24]=[C:23]([C:25]([F:28])([F:27])[F:26])[CH:22]=[C:21]([CH2:29][N:30]4[CH2:33][CH2:32][CH2:31]4)[CH:20]=3)=[O:17])=[CH:11][CH:10]=2)[CH:3]=1.[CH3:34][NH2:35]. (4) Given the product [Cl:1][C:2]1[CH:10]=[CH:9][C:8]2[N:7]([CH2:11][C:12]([O:14][CH:26]([CH3:27])[CH3:25])=[O:13])[C:6]3[CH2:15][CH2:16][N:17]([CH3:19])[CH2:18][C:5]=3[C:4]=2[CH:3]=1, predict the reactants needed to synthesize it. The reactants are: [Cl:1][C:2]1[CH:10]=[CH:9][C:8]2[N:7]([CH2:11][C:12]([OH:14])=[O:13])[C:6]3[CH2:15][CH2:16][N:17]([CH3:19])[CH2:18][C:5]=3[C:4]=2[CH:3]=1.CCN=C=N[CH2:25][CH2:26][CH2:27]N(C)C.